Dataset: Reaction yield outcomes from USPTO patents with 853,638 reactions. Task: Predict the reaction yield, written as a fraction of the theoretical maximum amount of product (1.0 means a 100% yield; for example, 0.34 means a 34% yield). The reactants are [CH3:1][C:2]1([CH3:17])[CH2:8][CH2:7][C:6](=O)[NH:5][C:4]2[CH:10]=[CH:11][C:12]([N+:14]([O-:16])=[O:15])=[CH:13][C:3]1=2.CO. The catalyst is C1COCC1. The product is [CH3:1][C:2]1([CH3:17])[CH2:8][CH2:7][CH2:6][NH:5][C:4]2[CH:10]=[CH:11][C:12]([N+:14]([O-:16])=[O:15])=[CH:13][C:3]1=2. The yield is 0.720.